Dataset: Peptide-MHC class II binding affinity with 134,281 pairs from IEDB. Task: Regression. Given a peptide amino acid sequence and an MHC pseudo amino acid sequence, predict their binding affinity value. This is MHC class II binding data. (1) The peptide sequence is IFKNNDVRTLLGLILFVLALY. The MHC is DRB1_0101 with pseudo-sequence DRB1_0101. The binding affinity (normalized) is 0.339. (2) The peptide sequence is TDAATHNPWASQKH. The MHC is DRB1_1302 with pseudo-sequence DRB1_1302. The binding affinity (normalized) is 0.0571.